Task: Predict the reaction yield, written as a fraction of the theoretical maximum amount of product (1.0 means a 100% yield; for example, 0.34 means a 34% yield).. Dataset: Reaction yield outcomes from USPTO patents with 853,638 reactions (1) The reactants are [CH2:1]([N:8]([CH2:19][C:20]1[CH:36]=[CH:35][C:23]([C:24]([NH:26]CC2C=CC=C(Cl)C=2)=[O:25])=[CH:22][CH:21]=1)[S:9]([C:12]1[CH:17]=[CH:16][C:15]([Cl:18])=[CH:14][CH:13]=1)(=[O:11])=[O:10])[C:2]1[CH:7]=[CH:6][CH:5]=[CH:4][CH:3]=1.[Cl:37][C:38]1[CH:39]=[C:40]([S:44](N)(=[O:46])=[O:45])[CH:41]=[CH:42][CH:43]=1. No catalyst specified. The product is [Cl:37][C:38]1[CH:39]=[C:40]([S:44]([NH:26][C:24](=[O:25])[C:23]2[CH:35]=[CH:36][C:20]([CH2:19][N:8]([CH2:1][C:2]3[CH:3]=[CH:4][CH:5]=[CH:6][CH:7]=3)[S:9]([C:12]3[CH:17]=[CH:16][C:15]([Cl:18])=[CH:14][CH:13]=3)(=[O:10])=[O:11])=[CH:21][CH:22]=2)(=[O:46])=[O:45])[CH:41]=[CH:42][CH:43]=1. The yield is 0.200. (2) The reactants are [CH3:1][N:2]1[C:10](=[O:11])[C:9]2[NH:8][C:7](/[CH:12]=[CH:13]/[C:14]3[CH:19]=[CH:18][CH:17]=[CH:16][CH:15]=3)=[N:6][C:5]=2[N:4]([CH3:20])[C:3]1=[O:21].[H][H]. The catalyst is CO.[Pd]. The product is [CH3:1][N:2]1[C:10](=[O:11])[C:9]2[NH:8][C:7]([CH2:12][CH2:13][C:14]3[CH:19]=[CH:18][CH:17]=[CH:16][CH:15]=3)=[N:6][C:5]=2[N:4]([CH3:20])[C:3]1=[O:21]. The yield is 1.00. (3) The reactants are Cl[C:2]1[C:7]([C:8]#[N:9])=[CH:6][N:5]=[CH:4][C:3]=1[I:10].[Cl:11][C:12]1[CH:18]=[CH:17][C:16]([OH:19])=[CH:15][C:13]=1[NH2:14].C([O-])(O)=O.[Na+]. The catalyst is CCO. The product is [Cl:11][C:12]1[CH:18]=[CH:17][C:16]([OH:19])=[CH:15][C:13]=1[NH:14][C:2]1[C:7]([C:8]#[N:9])=[CH:6][N:5]=[CH:4][C:3]=1[I:10]. The yield is 1.00. (4) The reactants are [Br:1][C:2]1[CH:3]=[C:4]2[C:8](=[C:9]([C:11]([O:13]C)=[O:12])[CH:10]=1)[NH:7][CH:6]=[CH:5]2.[OH-].[Li+]. The catalyst is CO.O. The product is [Br:1][C:2]1[CH:3]=[C:4]2[C:8](=[C:9]([C:11]([OH:13])=[O:12])[CH:10]=1)[NH:7][CH:6]=[CH:5]2. The yield is 0.990. (5) The yield is 0.750. The catalyst is CN(C=O)C.C(OCC)(=O)C.C1C=CC([P]([Pd]([P](C2C=CC=CC=2)(C2C=CC=CC=2)C2C=CC=CC=2)([P](C2C=CC=CC=2)(C2C=CC=CC=2)C2C=CC=CC=2)[P](C2C=CC=CC=2)(C2C=CC=CC=2)C2C=CC=CC=2)(C2C=CC=CC=2)C2C=CC=CC=2)=CC=1.[Cu]I. The reactants are [C:1]([O:5][C:6]([N:8]1[CH2:12][CH2:11][CH2:10][CH:9]1[C:13]1[NH:17][C:16]2[CH:18]=[C:19]([C:22]#[CH:23])[CH:20]=[CH:21][C:15]=2[N:14]=1)=[O:7])([CH3:4])([CH3:3])[CH3:2].[I:24][C:25]1[CH:30]=[CH:29][C:28](I)=[CH:27][CH:26]=1.C(N(CC)CC)C. The product is [C:1]([O:5][C:6]([N:8]1[CH2:12][CH2:11][CH2:10][CH:9]1[C:13]1[NH:17][C:16]2[CH:18]=[C:19]([C:22]#[C:23][C:28]3[CH:29]=[CH:30][C:25]([I:24])=[CH:26][CH:27]=3)[CH:20]=[CH:21][C:15]=2[N:14]=1)=[O:7])([CH3:4])([CH3:3])[CH3:2]. (6) The reactants are [CH3:1][S:2](Cl)(=[O:4])=[O:3].[CH2:6]([O:8][CH2:9][C:10]1[N:11]([CH2:23][C:24]2([NH2:30])[CH2:29][CH2:28][CH2:27][CH2:26][CH2:25]2)[C:12]2[C:21]3[CH:20]=[CH:19][CH:18]=[CH:17][C:16]=3[N:15]=[CH:14][C:13]=2[N:22]=1)[CH3:7].N1C=CC=CC=1. The catalyst is CN(C)C1C=CN=CC=1.ClCCl. The product is [CH2:6]([O:8][CH2:9][C:10]1[N:11]([CH2:23][C:24]2([NH:30][S:2]([CH3:1])(=[O:4])=[O:3])[CH2:29][CH2:28][CH2:27][CH2:26][CH2:25]2)[C:12]2[C:21]3[CH:20]=[CH:19][CH:18]=[CH:17][C:16]=3[N:15]=[CH:14][C:13]=2[N:22]=1)[CH3:7]. The yield is 0.800. (7) The product is [F:1][C:2]1[CH:3]=[C:4]([CH:7]=[CH:8][CH:9]=1)/[CH:5]=[N:11]\[OH:12]. The yield is 0.930. The reactants are [F:1][C:2]1[CH:3]=[C:4]([CH:7]=[CH:8][CH:9]=1)[CH:5]=O.Cl.[NH2:11][OH:12].[OH-].[Na+]. The catalyst is C(O)C.O.